Task: Predict which catalyst facilitates the given reaction.. Dataset: Catalyst prediction with 721,799 reactions and 888 catalyst types from USPTO (1) Reactant: [CH2:1]([O:8][C:9]1[CH:24]=[C:23]([O:25][CH2:26][C:27]2[CH:32]=[CH:31][CH:30]=[CH:29][CH:28]=2)[C:22]([C:33]([CH3:35])=[CH2:34])=[CH:21][C:10]=1[C:11]([NH:13][C:14]1[CH:19]=[CH:18][C:17]([F:20])=[CH:16][CH:15]=1)=[O:12])[C:2]1[CH:7]=[CH:6][CH:5]=[CH:4][CH:3]=1.[H-].[Na+].Cl[CH2:39][C:40]([NH:42][CH3:43])=[O:41]. Product: [CH2:1]([O:8][C:9]1[CH:24]=[C:23]([O:25][CH2:26][C:27]2[CH:32]=[CH:31][CH:30]=[CH:29][CH:28]=2)[C:22]([C:33]([CH3:35])=[CH2:34])=[CH:21][C:10]=1[C:11]([N:13]([C:14]1[CH:19]=[CH:18][C:17]([F:20])=[CH:16][CH:15]=1)[CH2:39][C:40](=[O:41])[NH:42][CH3:43])=[O:12])[C:2]1[CH:3]=[CH:4][CH:5]=[CH:6][CH:7]=1. The catalyst class is: 173. (2) Product: [F:1][C:2]1[CH:7]=[CH:6][C:5]([C:8]2[CH:9]=[C:10]3[CH:15]=[CH:14][C:13]([C:16]([F:19])([F:18])[F:17])=[CH:12][N:11]3[N:20]=2)=[CH:4][CH:3]=1. The catalyst class is: 57. Reactant: [F:1][C:2]1[CH:7]=[CH:6][C:5]([C:8](=[N:20]O)[CH2:9][C:10]2[CH:15]=[CH:14][C:13]([C:16]([F:19])([F:18])[F:17])=[CH:12][N:11]=2)=[CH:4][CH:3]=1.CS(Cl)(=O)=O.C(N(CC)CC)C. (3) Reactant: [CH3:1][O:2][C:3]1[CH:4]=[CH:5][C:6]([CH:9]=[O:10])=[CH:7][CH:8]=1.[C-]#N.[K+]. Product: [OH:10][CH:9]([C:9]([C:6]1[CH:5]=[CH:4][C:3]([O:2][CH3:1])=[CH:8][CH:7]=1)=[O:10])[C:6]1[CH:7]=[CH:8][C:3]([O:2][CH3:1])=[CH:4][CH:5]=1. The catalyst class is: 24. (4) Reactant: CC1(C)[O:6][C@@H:5]([CH2:7][CH2:8][NH:9][C:10]([CH:12]2[CH:16]([C:17]3[CH:22]=[CH:21][CH:20]=[C:19]([Cl:23])[C:18]=3[F:24])[C:15]([C:27]3[CH:32]=[CH:31][C:30]([Cl:33])=[CH:29][C:28]=3[F:34])([C:25]#[N:26])[CH:14]([CH2:35][C:36]([C:39]3[CH2:40][CH2:41][N:42]([CH2:45][C:46]4[CH:51]=[CH:50][CH:49]=[CH:48][CH:47]=4)[CH2:43][CH:44]=3)([CH3:38])[CH3:37])[NH:13]2)=[O:11])[CH2:4][O:3]1.Cl. The catalyst class is: 7. Product: [OH:6][C@H:5]([CH2:4][OH:3])[CH2:7][CH2:8][NH:9][C:10]([CH:12]1[CH:16]([C:17]2[CH:22]=[CH:21][CH:20]=[C:19]([Cl:23])[C:18]=2[F:24])[C:15]([C:27]2[CH:32]=[CH:31][C:30]([Cl:33])=[CH:29][C:28]=2[F:34])([C:25]#[N:26])[CH:14]([CH2:35][C:36]([C:39]2[CH2:44][CH2:43][N:42]([CH2:45][C:46]3[CH:51]=[CH:50][CH:49]=[CH:48][CH:47]=3)[CH2:41][CH:40]=2)([CH3:38])[CH3:37])[NH:13]1)=[O:11]. (5) Reactant: [C@H:1]1([CH2:9][OH:10])[CH2:6][CH2:5][C@H:4]([CH2:7]O)[CH2:3][CH2:2]1.[Si:11](Cl)([C:14]([CH3:17])([CH3:16])[CH3:15])([CH3:13])[CH3:12].N1[CH:23]=[CH:22]N=C1. Product: [C:14]([Si:11]([CH3:13])([CH3:12])[O:10][CH2:9][C@H:1]1[CH2:2][CH2:3][C@H:4]([CH2:7][C:22]#[CH:23])[CH2:5][CH2:6]1)([CH3:17])([CH3:16])[CH3:15]. The catalyst class is: 3. (6) The catalyst class is: 7. Product: [CH2:19]([N:5]([CH2:1][CH2:2][CH2:3][CH3:4])[C:6]1[CH:11]=[CH:10][C:9]([CH:12]=[CH:13][C:14]2[S:15][C:16]([CH:30]=[O:31])=[CH:17][CH:18]=2)=[CH:8][CH:7]=1)[CH2:20][CH2:21][CH3:22]. Reactant: [CH2:1]([N:5]([CH2:19][CH2:20][CH2:21][CH3:22])[C:6]1[CH:11]=[CH:10][C:9]([CH:12]=[CH:13][C:14]2[S:15][CH:16]=[CH:17][CH:18]=2)=[CH:8][CH:7]=1)[CH2:2][CH2:3][CH3:4].C([Li])CCC.CN(C)[CH:30]=[O:31].O. (7) Reactant: Cl[C:2]1[N:7]([CH2:8][C:9]2[CH:14]=[CH:13][C:12]([O:15][CH3:16])=[CH:11][CH:10]=2)[C:6](=[O:17])[N:5]([CH3:18])[C:4](=[O:19])[CH:3]=1.CC(O)C.O.[NH2:25][NH2:26].C(OC(C)C)(=O)C. Product: [NH:25]([C:2]1[N:7]([CH2:8][C:9]2[CH:14]=[CH:13][C:12]([O:15][CH3:16])=[CH:11][CH:10]=2)[C:6](=[O:17])[N:5]([CH3:18])[C:4](=[O:19])[CH:3]=1)[NH2:26]. The catalyst class is: 6.